This data is from Full USPTO retrosynthesis dataset with 1.9M reactions from patents (1976-2016). The task is: Predict the reactants needed to synthesize the given product. (1) Given the product [NH2:14][C:9]1[CH:10]=[N:11][CH:12]=[CH:13][C:8]=1[N:5]1[CH2:6][CH2:7][C:2]([F:1])([F:25])[CH:3]([NH:17][C:18](=[O:24])[O:19][C:20]([CH3:22])([CH3:21])[CH3:23])[CH2:4]1, predict the reactants needed to synthesize it. The reactants are: [F:1][C:2]1([F:25])[CH2:7][CH2:6][N:5]([C:8]2[CH:13]=[CH:12][N:11]=[CH:10][C:9]=2[N+:14]([O-])=O)[CH2:4][CH:3]1[NH:17][C:18](=[O:24])[O:19][C:20]([CH3:23])([CH3:22])[CH3:21].C(N(CC)CC)C. (2) Given the product [NH2:9][C:6]([CH3:7])([CH3:8])[C@H:5]([NH:10][C:11](=[O:27])[C:12]1[CH:13]=[CH:14][C:15]([C:18]#[C:19][C:20]#[C:21][C:22]2([C@@H:31]3[CH2:30][C@H:32]3[CH2:33][OH:29])[CH2:23][CH2:24]2)=[CH:16][CH:17]=1)[C:4]([NH:34][OH:35])=[O:28], predict the reactants needed to synthesize it. The reactants are: Cl.CO[C:4](=[O:28])[C@@H:5]([NH:10][C:11](=[O:27])[C:12]1[CH:17]=[CH:16][C:15]([C:18]#[C:19][C:20]#[C:21][C@@H:22]2[CH2:24][C@H:23]2CO)=[CH:14][CH:13]=1)[C:6]([NH2:9])([CH3:8])[CH3:7].[O:29]1[CH2:33][CH2:32][CH2:31][CH2:30]1.[NH2:34][OH:35]. (3) Given the product [F:1][C:2]1[CH:3]=[C:4]([C:5](=[O:7])[CH2:13][C:14]2[CH:19]=[CH:18][N:17]=[CH:16][CH:15]=2)[CH:10]=[CH:11][CH:12]=1, predict the reactants needed to synthesize it. The reactants are: [F:1][C:2]1[CH:3]=[C:4]([CH:10]=[CH:11][CH:12]=1)[C:5]([O:7]CC)=O.[CH3:13][C:14]1[CH:19]=[CH:18][N:17]=[CH:16][CH:15]=1.C[Si]([N-][Si](C)(C)C)(C)C.[Li+]. (4) Given the product [Si:6]([O:24][CH2:25][C@H:26]1[O:30][C:29](=[O:31])[CH:28]=[CH:27]1)([C:19]([CH3:22])([CH3:21])[CH3:20])([C:13]1[CH:18]=[CH:17][CH:16]=[CH:15][CH:14]=1)[C:7]1[CH:12]=[CH:11][CH:10]=[CH:9][CH:8]=1, predict the reactants needed to synthesize it. The reactants are: N1C=CN=C1.[Si:6](Cl)([C:19]([CH3:22])([CH3:21])[CH3:20])([C:13]1[CH:18]=[CH:17][CH:16]=[CH:15][CH:14]=1)[C:7]1[CH:12]=[CH:11][CH:10]=[CH:9][CH:8]=1.[OH:24][CH2:25][C@H:26]1[O:30][C:29](=[O:31])[CH:28]=[CH:27]1. (5) Given the product [CH3:41][O:34][C:32](=[O:33])[C:31]([NH:30][C:28]([O:27][CH2:20][C:21]1[CH:22]=[CH:23][CH:24]=[CH:25][CH:26]=1)=[O:29])=[CH:1][C:3]1[CH:4]=[CH:5][C:6]([O:18][CH3:19])=[C:7]([CH2:8][NH:9][C:10]([O:11][C:12]([CH3:15])([CH3:14])[CH3:13])=[O:16])[CH:17]=1, predict the reactants needed to synthesize it. The reactants are: [CH:1]([C:3]1[CH:4]=[CH:5][C:6]([O:18][CH3:19])=[C:7]([CH:17]=1)[CH2:8][NH:9][C:10](=[O:16])[O:11][C:12]([CH3:15])([CH3:14])[CH3:13])=O.[CH2:20]([O:27][C:28]([NH:30][CH:31](P(OC)(OC)=O)[C:32]([O-:34])=[O:33])=[O:29])[C:21]1[CH:26]=[CH:25][CH:24]=[CH:23][CH:22]=1.[CH2:41]1CCN2C(=NCCC2)CC1.C(OCC)(=O)C.